This data is from Full USPTO retrosynthesis dataset with 1.9M reactions from patents (1976-2016). The task is: Predict the reactants needed to synthesize the given product. (1) Given the product [N:11]1[CH:16]=[CH:15][CH:14]=[C:13](/[CH:17]=[CH:2]/[C:1]([O:4][CH2:5][CH3:6])=[O:3])[N:12]=1, predict the reactants needed to synthesize it. The reactants are: [C:1]([O-:4])(=[O:3])[CH3:2].[CH3:5][C:6]([O-])(C)C.[K+].[N:11]1[CH:16]=[CH:15][CH:14]=[C:13]([CH:17]=O)[N:12]=1.O. (2) Given the product [C:1]([C:3]1[C:4]([CH3:37])=[C:5]([C@@H:10]2[CH2:15][N:14]3[CH2:16][CH2:17][NH:18][CH2:19][C@H:13]3[CH2:12][N:11]2[C:30]([O:32][C:33]([CH3:35])([CH3:34])[CH3:36])=[O:31])[CH:6]=[CH:7][C:8]=1[F:9])#[N:2], predict the reactants needed to synthesize it. The reactants are: [C:1]([C:3]1[C:4]([CH3:37])=[C:5]([C@@H:10]2[CH2:15][N:14]3[CH2:16][CH2:17][N:18](C(OCC4C=CC=CC=4)=O)[CH2:19][C@H:13]3[CH2:12][N:11]2[C:30]([O:32][C:33]([CH3:36])([CH3:35])[CH3:34])=[O:31])[CH:6]=[CH:7][C:8]=1[F:9])#[N:2]. (3) Given the product [NH2:13][C@H:12]([CH2:16][OH:15])[CH2:11][CH2:10][C:9]1[C:26]([F:30])=[CH:27][CH:28]=[CH:29][C:8]=1[NH:7][C:5](=[O:6])[C@@H:4]([N:1]=[N+:2]=[N-:3])[C@H:31]([C:39]1[CH:44]=[C:43]([F:45])[CH:42]=[C:41]([F:46])[CH:40]=1)[C:32]1[CH:33]=[CH:34][C:35]([F:38])=[CH:36][CH:37]=1, predict the reactants needed to synthesize it. The reactants are: [N:1]([C@@H:4]([C@H:31]([C:39]1[CH:44]=[C:43]([F:45])[CH:42]=[C:41]([F:46])[CH:40]=1)[C:32]1[CH:37]=[CH:36][C:35]([F:38])=[CH:34][CH:33]=1)[C:5]([NH:7][C:8]1[CH:29]=[CH:28][CH:27]=[C:26]([F:30])[C:9]=1[CH2:10][CH2:11][C@H:12]1[CH2:16][O:15]C(C)(C)[N:13]1C(OC(C)(C)C)=O)=[O:6])=[N+:2]=[N-:3].FC(F)(F)C(O)=O.O. (4) The reactants are: [NH2:1][CH2:2][Si:3]([CH3:6])([CH3:5])[CH3:4].[Cl:7][C:8]1[CH:9]=[C:10]([CH:13]=[CH:14][CH:15]=1)[CH:11]=O.O. Given the product [Cl:7][C:8]1[CH:9]=[C:10](/[CH:11]=[N:1]/[CH2:2][Si:3]([CH3:6])([CH3:5])[CH3:4])[CH:13]=[CH:14][CH:15]=1, predict the reactants needed to synthesize it. (5) The reactants are: CO[C:3](=[O:13])[C:4]1[C:9]([Cl:10])=[CH:8][CH:7]=[CH:6][C:5]=1[CH2:11]Br.C(N(CC)CC)C.[NH2:21][C@H:22]1[C:31]2[C:26](=[CH:27][C:28]([C:32]([O:34][CH3:35])=[O:33])=[CH:29][CH:30]=2)[O:25][CH2:24][CH2:23]1. Given the product [Cl:10][C:9]1[CH:8]=[CH:7][CH:6]=[C:5]2[C:4]=1[C:3](=[O:13])[N:21]([C@H:22]1[C:31]3[C:26](=[CH:27][C:28]([C:32]([O:34][CH3:35])=[O:33])=[CH:29][CH:30]=3)[O:25][CH2:24][CH2:23]1)[CH2:11]2, predict the reactants needed to synthesize it. (6) Given the product [NH2:29][CH2:26][C:27]#[C:28][C:20]1[CH:21]=[CH:22][C:17]([NH:16][C:13]2[N:14]=[CH:15][C:10]3[CH2:9][C:8](=[O:24])[NH:7][C:6]4[CH:25]=[C:2]([Cl:1])[CH:3]=[CH:4][C:5]=4[C:11]=3[N:12]=2)=[CH:18][CH:19]=1, predict the reactants needed to synthesize it. The reactants are: [Cl:1][C:2]1[CH:3]=[CH:4][C:5]2[C:11]3[N:12]=[C:13]([NH:16][C:17]4[CH:22]=[CH:21][C:20](I)=[CH:19][CH:18]=4)[N:14]=[CH:15][C:10]=3[CH2:9][C:8](=[O:24])[NH:7][C:6]=2[CH:25]=1.[CH2:26]([NH:29]C(=O)OC(C)(C)C)[C:27]#[CH:28].C(OC(=O)NCC#CC1C=CC(NC2NC34C=CC=C(Cl)C3=NCC(=O)CC4=CN=2)=CC=1)(C)(C)C.